Dataset: Reaction yield outcomes from USPTO patents with 853,638 reactions. Task: Predict the reaction yield, written as a fraction of the theoretical maximum amount of product (1.0 means a 100% yield; for example, 0.34 means a 34% yield). (1) The reactants are [C:1](OCC)(=[O:16])/[CH:2]=[C:3](\[CH2:5][CH2:6]/[CH:7]=[C:8](/[CH2:10][CH2:11][CH:12]=[C:13]([CH3:15])[CH3:14])\[CH3:9])/[CH3:4].C(OCC)(=O)/C=C(/CC/C=C(\CCC=C(C)C)/C)\C. No catalyst specified. The product is [OH:16][CH2:1]/[CH:2]=[C:3](\[CH2:5][CH2:6]/[CH:7]=[C:8](/[CH2:10][CH2:11][CH:12]=[C:13]([CH3:15])[CH3:14])\[CH3:9])/[CH3:4]. The yield is 0.880. (2) The reactants are [CH3:1][O:2][C:3](=[O:7])[C:4](Cl)=[O:5].[C:8]([SiH2:12][O:13][C:14]([C:31]1[CH:36]=[CH:35][CH:34]=[CH:33][CH:32]=1)([C:25]1[CH:30]=[CH:29][CH:28]=[CH:27][CH:26]=1)[C:15]1[CH:20]=[CH:19][N:18]2[N:21]=[C:22]([CH3:24])[CH:23]=[C:17]2[CH:16]=1)([CH3:11])([CH3:10])[CH3:9].C(=O)([O-])[O-].[Na+].[Na+]. The catalyst is C1COCC1. The product is [CH3:1][O:2][C:3](=[O:7])[C:4]([C:23]1[C:22]([CH3:24])=[N:21][N:18]2[CH:19]=[CH:20][C:15]([C:14]([C:31]3[CH:32]=[CH:33][CH:34]=[CH:35][CH:36]=3)([C:25]3[CH:26]=[CH:27][CH:28]=[CH:29][CH:30]=3)[O:13][SiH2:12][C:8]([CH3:11])([CH3:10])[CH3:9])=[CH:16][C:17]=12)=[O:5]. The yield is 0.920. (3) The reactants are [CH3:1][O:2][C:3]1[CH:4]=[C:5]2[C:10](=[CH:11][C:12]=1[O:13][CH3:14])[N:9]=[CH:8][N:7]=[C:6]2[O:15][C:16]1[CH:26]=[CH:25][C:19]([O:20][CH2:21][C:22]([OH:24])=O)=[CH:18][CH:17]=1.CCN=C=NCCCN(C)C.Cl.C1C=CC2N(O)N=NC=2C=1.[CH3:49][O:50][C:51]1[CH:52]=[C:53]([CH:56]=[CH:57][CH:58]=1)[CH2:54][NH2:55].C(=O)([O-])O.[Na+]. The catalyst is C(Cl)(Cl)Cl.O. The product is [CH3:49][O:50][C:51]1[CH:52]=[C:53]([CH:56]=[CH:57][CH:58]=1)[CH2:54][NH:55][C:22](=[O:24])[CH2:21][O:20][C:19]1[CH:18]=[CH:17][C:16]([O:15][C:6]2[C:5]3[C:10](=[CH:11][C:12]([O:13][CH3:14])=[C:3]([O:2][CH3:1])[CH:4]=3)[N:9]=[CH:8][N:7]=2)=[CH:26][CH:25]=1. The yield is 0.160. (4) The reactants are C([O-])([O-])=O.[K+].[K+].[C:7]([CH:9]([CH3:15])[C:10]([O:12][CH2:13][CH3:14])=[O:11])#[N:8].[F:16][C:17]1[CH:18]=[C:19]([N+:25]([O-:27])=[O:26])[CH:20]=[C:21]([F:24])[C:22]=1F.OS(O)(=O)=O.O. The catalyst is CN(C=O)C. The product is [C:7]([C:9]([C:22]1[C:21]([F:24])=[CH:20][C:19]([N+:25]([O-:27])=[O:26])=[CH:18][C:17]=1[F:16])([CH3:15])[C:10]([O:12][CH2:13][CH3:14])=[O:11])#[N:8]. The yield is 0.770. (5) The catalyst is C(O)C.C(=O)([O-])[O-].[Ag+].[Ag+]. The yield is 0.910. The reactants are Br[CH2:2][C:3]([C:5]1[CH:10]=[C:9]([O:11][CH3:12])[C:8]([O:13][CH3:14])=[C:7]([O:15][CH3:16])[CH:6]=1)=[O:4].B(F)(F)F.[CH3:21][CH2:22][O:23]CC. The product is [CH2:22]([O:23][CH2:2][C:3]([C:5]1[CH:10]=[C:9]([O:11][CH3:12])[C:8]([O:13][CH3:14])=[C:7]([O:15][CH3:16])[CH:6]=1)=[O:4])[CH3:21].